This data is from Full USPTO retrosynthesis dataset with 1.9M reactions from patents (1976-2016). The task is: Predict the reactants needed to synthesize the given product. (1) Given the product [N:1]1[CH:6]=[CH:5][CH:4]=[CH:3][C:2]=1[C:7]1[N:9]=[CH:21][N:19]=[C:15]([SH:31])[N:16]=1, predict the reactants needed to synthesize it. The reactants are: [N:1]1[CH:6]=[CH:5][CH:4]=[CH:3][C:2]=1[C:7]([NH2:9])=O.C(O[CH:15]([N:19]([CH3:21])C)[N:16](C)C)(C)(C)C.[O-]CC.[Na+].C(O)C.NC(N)=[S:31]. (2) Given the product [CH2:18]([Sn:22]([CH2:23][O:8][CH2:9][CH2:10][CH2:11][N:12]1[CH2:17][CH2:16][O:15][CH2:14][CH2:13]1)([CH2:25][CH2:26][CH2:27][CH3:28])[CH2:29][CH2:30][CH2:31][CH3:32])[CH2:19][CH2:20][CH3:21], predict the reactants needed to synthesize it. The reactants are: [H-].[Na+].O1CCCC1.[OH:8][CH2:9][CH2:10][CH2:11][N:12]1[CH2:17][CH2:16][O:15][CH2:14][CH2:13]1.[CH2:18]([Sn:22]([CH2:29][CH2:30][CH2:31][CH3:32])([CH2:25][CH2:26][CH2:27][CH3:28])[CH2:23]I)[CH2:19][CH2:20][CH3:21]. (3) Given the product [Br:8][C:9]1[CH:14]=[CH:13][C:12]([CH2:15][C:16]([NH:7][CH:4]2[CH2:5][CH2:6][O:1][CH2:2][CH2:3]2)=[O:17])=[CH:11][CH:10]=1, predict the reactants needed to synthesize it. The reactants are: [O:1]1[CH2:6][CH2:5][CH:4]([NH2:7])[CH2:3][CH2:2]1.[Br:8][C:9]1[CH:14]=[CH:13][C:12]([CH2:15][C:16](O)=[O:17])=[CH:11][CH:10]=1. (4) Given the product [Br:1][C:2]1[CH:3]=[C:4]([C:13]2[N:17]([C:18]3[CH:19]=[N:20][C:21]([Cl:24])=[CH:22][CH:23]=3)[N:16]=[C:15]([C:25]([N:27]3[CH2:31][CH2:30][S:29](=[O:52])[CH2:28]3)=[O:26])[CH:14]=2)[CH:5]=[C:6]([O:8][C:9]([F:10])([F:11])[F:12])[CH:7]=1, predict the reactants needed to synthesize it. The reactants are: [Br:1][C:2]1[CH:3]=[C:4]([C:13]2[N:17]([C:18]3[CH:19]=[N:20][C:21]([Cl:24])=[CH:22][CH:23]=3)[N:16]=[C:15]([C:25]([N:27]3[CH2:31][CH2:30][S:29][CH2:28]3)=[O:26])[CH:14]=2)[CH:5]=[C:6]([O:8][C:9]([F:12])([F:11])[F:10])[CH:7]=1.ClC1C=C(C2N(C3C=NC=CC=3)N=C(C(N3CCS(=O)C3)=[O:52])C=2)C=C(F)C=1.ClC1C=CC=C(C(OO)=O)C=1. (5) Given the product [Cl:8][C:4]1[CH:3]=[C:2]([N:17]2[C:16](=[O:31])[C:15]([O:14][C:13]3[CH:32]=[CH:33][C:10]([F:9])=[CH:11][CH:12]=3)=[C:20]([C:21]3[CH:26]=[CH:25][C:24]([S:27]([CH3:30])(=[O:28])=[O:29])=[CH:23][CH:22]=3)[CH:19]=[N:18]2)[CH:7]=[CH:6][CH:5]=1, predict the reactants needed to synthesize it. The reactants are: Br[C:2]1[CH:7]=[CH:6][CH:5]=[C:4]([Cl:8])[CH:3]=1.[F:9][C:10]1[CH:33]=[CH:32][C:13]([O:14][C:15]2[C:16](=[O:31])[NH:17][N:18]=[CH:19][C:20]=2[C:21]2[CH:26]=[CH:25][C:24]([S:27]([CH3:30])(=[O:29])=[O:28])=[CH:23][CH:22]=2)=[CH:12][CH:11]=1.N. (6) The reactants are: FC(F)(F)C([O-])=O.[C:8]([O:11][C@@:12]1([CH2:44][CH3:45])[C:17]2[CH:18]=[C:19]3[N:27]([C:28](=[O:29])[C:16]=2[CH2:15][O:14][C:13]1=[O:43])[CH2:26][C:25]1[C:24]([CH2:30][CH2:31][Si:32]([CH3:38])([CH3:37])[CH2:33][CH2:34][CH2:35][NH3+:36])=[C:23]2[CH:39]=[CH:40][CH:41]=[CH:42][C:22]2=[N:21][C:20]3=1)(=[O:10])[CH3:9].[CH2:46]([N:48]([CH2:52][CH3:53])[C:49](Cl)=[O:50])[CH3:47]. Given the product [CH2:46]([N:48]([CH2:52][CH3:53])[C:49](=[O:50])[NH:36][CH2:35][CH2:34][CH2:33][Si:32]([CH3:37])([CH3:38])[CH2:31][CH2:30][C:24]1[C:25]2[CH2:26][N:27]3[C:19](=[CH:18][C:17]4[C@@:12]([O:11][C:8](=[O:10])[CH3:9])([CH2:44][CH3:45])[C:13](=[O:43])[O:14][CH2:15][C:16]=4[C:28]3=[O:29])[C:20]=2[N:21]=[C:22]2[CH:42]=[CH:41][CH:40]=[CH:39][C:23]=12)[CH3:47], predict the reactants needed to synthesize it. (7) Given the product [CH3:6][CH:5]([CH2:7][N:8]([S:32]([C:35]1[CH:40]=[CH:39][C:38]([NH2:41])=[CH:37][CH:36]=1)(=[O:34])=[O:33])[CH2:9][C@@H:10]([OH:31])[C@@H:11]([NH:19][C:20]([O:22][C@@H:23]1[C@@H:27]2[CH2:28][CH2:29][O:30][C@@H:26]2[O:25][CH2:24]1)=[O:21])[CH2:12][C:13]1[CH:18]=[CH:17][CH:16]=[CH:15][CH:14]=1)[CH3:4], predict the reactants needed to synthesize it. The reactants are: CCO.[CH3:4][CH:5]([CH2:7][N:8]([S:32]([C:35]1[CH:36]=[CH:37][C:38]([NH2:41])=[CH:39][CH:40]=1)(=[O:34])=[O:33])[CH2:9][C@@H:10]([OH:31])[C@@H:11]([NH:19][C:20]([O:22][C@@H:23]1[C@@H:27]2[CH2:28][CH2:29][O:30][C@@H:26]2[O:25][CH2:24]1)=[O:21])[CH2:12][C:13]1[CH:14]=[CH:15][CH:16]=[CH:17][CH:18]=1)[CH3:6].CC(CN(S(C1C=CC(N)=CC=1)(=O)=O)C[C@@H](O)[C@@H](NC(O[C@@H]1[C@@H]2CCO[C@@H]2OC1)=O)CC1C=CC=CC=1)C.CC(O)(CC)C. (8) Given the product [F:23][CH:2]([F:1])[O:3][C:4]1[CH:9]=[CH:8][C:7]([C:10]2[CH:11]=[C:12]3[C:16](=[CH:17][CH:18]=2)[C:15](=[O:19])[O:14][CH2:13]3)=[C:6]([O:20][CH2:30][CH2:31][CH3:32])[C:5]=1[O:21][CH3:22], predict the reactants needed to synthesize it. The reactants are: [F:1][CH:2]([F:23])[O:3][C:4]1[CH:9]=[CH:8][C:7]([C:10]2[CH:11]=[C:12]3[C:16](=[CH:17][CH:18]=2)[C:15](=[O:19])[O:14][CH2:13]3)=[C:6]([OH:20])[C:5]=1[O:21][CH3:22].C(=O)([O-])[O-].[K+].[K+].[CH2:30](Br)[CH2:31][CH3:32]. (9) Given the product [F:15][C:4]([F:3])([F:14])[CH:5]([O:6][S:18]([C:17]([F:23])([F:22])[F:16])(=[O:20])=[O:19])[C:7]1[CH:8]=[CH:9][C:10]([F:13])=[CH:11][CH:12]=1, predict the reactants needed to synthesize it. The reactants are: [H-].[Na+].[F:3][C:4]([F:15])([F:14])[CH:5]([C:7]1[CH:12]=[CH:11][C:10]([F:13])=[CH:9][CH:8]=1)[OH:6].[F:16][C:17]([F:23])([F:22])[S:18](Cl)(=[O:20])=[O:19].